This data is from Forward reaction prediction with 1.9M reactions from USPTO patents (1976-2016). The task is: Predict the product of the given reaction. (1) Given the reactants BrC1C=CC(O)=C(C2C=[CH:16][C:15]3[C:10](=[CH:11][CH:12]=[C:13]([C:18]4[N:22]([CH:23]5[CH2:28][CH2:27][CH2:26][CH2:25][CH2:24]5)[C:21]5[CH:29]=[CH:30][C:31]([C:33]([OH:35])=[O:34])=[CH:32][C:20]=5[N:19]=4)[CH:14]=3)[N:9]=2)C=1.[CH3:37][O:38][C:39]1[CH:40]=[C:41]([C:47](=O)[CH3:48])[CH:42]=[C:43]([O:45][CH3:46])[CH:44]=1.[OH-].[K+], predict the reaction product. The product is: [CH:23]1([N:22]2[C:21]3[CH:29]=[CH:30][C:31]([C:33]([OH:35])=[O:34])=[CH:32][C:20]=3[N:19]=[C:18]2[C:13]2[CH:14]=[C:15]3[C:10](=[CH:11][CH:12]=2)[N:9]=[C:47]([C:41]2[CH:40]=[C:39]([O:38][CH3:37])[CH:44]=[C:43]([O:45][CH3:46])[CH:42]=2)[CH:48]=[CH:16]3)[CH2:24][CH2:25][CH2:26][CH2:27][CH2:28]1. (2) Given the reactants [CH:1]1([CH2:4][O:5][C:6]2[CH:7]=[C:8]([CH2:15][C:16]([OH:18])=[O:17])[CH:9]=[CH:10][C:11]=2[N+:12]([O-:14])=[O:13])[CH2:3][CH2:2]1.[CH2:19](O)[CH3:20].Cl, predict the reaction product. The product is: [CH:1]1([CH2:4][O:5][C:6]2[CH:7]=[C:8]([CH2:15][C:16]([O:18][CH2:19][CH3:20])=[O:17])[CH:9]=[CH:10][C:11]=2[N+:12]([O-:14])=[O:13])[CH2:2][CH2:3]1. (3) Given the reactants [CH3:1][S:2]([CH2:5][CH2:6][CH2:7][C:8](Cl)=[O:9])(=[O:4])=[O:3].[C:11]([O:15][C:16](=[O:47])[NH:17][C:18]([C:20]1[S:21][C:22]([S:45][CH3:46])=[C:23]([S:25]([C:28]2[CH:29]=[C:30]([C:34]3[C:39]([NH2:40])=[CH:38][C:37]([N+:41]([O-])=O)=[CH:36][C:35]=3[CH3:44])[CH:31]=[CH:32][CH:33]=2)(=[O:27])=[O:26])[CH:24]=1)=[NH:19])([CH3:14])([CH3:13])[CH3:12].CCN(CC)CC, predict the reaction product. The product is: [C:11]([O:15][C:16](=[O:47])[NH:17][C:18]([C:20]1[S:21][C:22]([S:45][CH3:46])=[C:23]([S:25]([C:28]2[CH:29]=[C:30]([C:34]3[C:39]([NH:40][C:8](=[O:9])[CH2:7][CH2:6][CH2:5][S:2]([CH3:1])(=[O:4])=[O:3])=[CH:38][C:37]([NH2:41])=[CH:36][C:35]=3[CH3:44])[CH:31]=[CH:32][CH:33]=2)(=[O:26])=[O:27])[CH:24]=1)=[NH:19])([CH3:14])([CH3:13])[CH3:12]. (4) Given the reactants [NH:1]([C:3]1[S:4][C:5]2[CH:11]=[CH:10][CH:9]=[CH:8][C:6]=2[N:7]=1)[NH2:2].[OH:12][C:13]1[CH:20]=[C:19]([OH:21])[CH:18]=[C:17]([OH:22])[C:14]=1[CH:15]=O, predict the reaction product. The product is: [S:4]1[C:5]2[CH:11]=[CH:10][CH:9]=[CH:8][C:6]=2[N:7]=[C:3]1[NH:1][N:2]=[CH:15][C:14]1[C:13]([OH:12])=[CH:20][C:19]([OH:21])=[CH:18][C:17]=1[OH:22].